This data is from Experimentally validated miRNA-target interactions with 360,000+ pairs, plus equal number of negative samples. The task is: Binary Classification. Given a miRNA mature sequence and a target amino acid sequence, predict their likelihood of interaction. (1) The miRNA is mmu-miR-5126 with sequence GCGGGCGGGGCCGGGGGCGGGG. The protein sequence of the target gene is MRLAVGALLVCAVLGLCLAVPDKTVRWCAVSEHEATKCQSFRDHMKSVIPSDGPSVACVKKASYLDCIRAIAANEADAVTLDAGLVYDAYLAPNNLKPVVAEFYGSKEDPQTFYYAVAVVKKDSGFQMNQLRGKKSCHTGLGRSAGWNIPIGLLYCDLPEPRKPLEKAVANFFSGSCAPCADGTDFPQLCQLCPGCGCSTLNQYFGYSGAFKCLKDGAGDVAFVKHSTIFENLANKADRDQYELLCLDNTRKPVDEYKDCHLAQVPSHTVVARSMGGKEDLIWELLNQAQEHFGKDKSKE.... Result: 0 (no interaction). (2) The miRNA is hsa-miR-4269 with sequence GCAGGCACAGACAGCCCUGGC. The protein sequence of the target gene is MEFVKCLGHPEEFYNLVRFRIGGKRKVMPKMDQDSLSSSLKTCYKYLNQTSRSFAAVIQALDGEMRNAVCIFYLVLRALDTLEDDMTISVEKKVPLLHNFHSFLYQPDWRFMESKEKDRQVLEDFPTISLEFRNLAEKYQTVIADICRRMGIGMAEFLDKHVTSEQEWDKYCHYVAGLVGIGLSRLFSASEFEDPLVGEDTERANSMGLFLQKTNIIRDYLEDQQGGREFWPQEVWSRYVKKLGDFAKPENIDLAVQCLNELITNALHHIPDVITYLSRLRNQSVFNFCAIPQVMAIATL.... Result: 1 (interaction). (3) The miRNA is hsa-miR-4684-5p with sequence CUCUCUACUGACUUGCAACAUA. The protein sequence of the target gene is MALTQGPLKFMDVAIEFSQEEWKCLDPAQRTLYRDVMLENYRNLVSLGICLPDLSVTSMLEQKRDPWTLQSEEKIANDPDGRECIKGVNTERSSKLGSNAGNKPCKNQLGFTFQLHLSDLQLFQAERKISGCKHFEKPVSDNSSVSPLEKISSSVKSHLLNKYRNNFDHAPLLPQEQKAHIREKAYKCNEHGQVFRASASLTNQVIHNADNPYKCSECGKVFSCSSKLVIHRRMHTGEKPYKCHECGKLFSSNSNLSQHQRIHTGEKPYKCHECDKVFRSSSKLAQHQRIHTGEKPYKCH.... Result: 1 (interaction). (4) The miRNA is kshv-miR-K12-5-3p with sequence UAGGAUGCCUGGAACUUGCCGGU. The protein sequence of the target gene is MVMKASVDDDDSGWELSMPEKMEKSNTNWVDITQDFEEACRELKLGELLHDKLFGLFEAMSAIEMMDPKMDAGMIGNQVNRKVLNFEQAIKDGTIKIKDLTLPELIGIMDTCFCCLITWLEGHSLAQTVFTCLYIHNPDFIEDPAMKAFALGILKICDIAREKVNKAAVFEEEDFQSMTYGFKMANSVTDLRVTGMLKDVEDDMQRRVKSTRSRQGEERDPEVELEHQQCLAVFSRVKFTRVLLTVLIAFTKKETSAVAEAQKLMVQAADLLSAIHNSLHHGIQAQNDTTKGDHPIMMGF.... Result: 0 (no interaction). (5) The miRNA is hsa-miR-4692 with sequence UCAGGCAGUGUGGGUAUCAGAU. The protein sequence of the target gene is MLDMSEARAQPPCSPSGTASSMSHVEDSDSDAPPSPAGSEGLGRAGGGGRGDTAEAADERFPACIRDAVSQVLKGYDWSLVPMPVRGGGGGTLKAKPHVKRPMNAFMVWAQAARRKLADQYPHLHNAELSKTLGKLWRLLSESEKRPFVEEAERLRVQHKKDHPDYKYQPRRRKSVKTGRSDSDSGTELGHHPGGPMYKADAVLGEAHHHSDHHTGQTHGPPTPPTTPKTDLHQASNGSKQELRLEGRRLVDSGRQNIDFSNVDISELSSEVISNMDTFDVHEFDQYLPLNGHSALPTEP.... Result: 0 (no interaction).